From a dataset of Full USPTO retrosynthesis dataset with 1.9M reactions from patents (1976-2016). Predict the reactants needed to synthesize the given product. (1) The reactants are: [F:1][C:2]([F:11])([F:10])[C:3]1[N:4]=[CH:5][C:6]([NH2:9])=[N:7][CH:8]=1.Br[C:13]1[C:14](=[O:21])[N:15]([CH3:20])[N:16]=[C:17]([Cl:19])[CH:18]=1.C(=O)([O-])[O-].[Cs+].[Cs+]. Given the product [Cl:19][C:17]1[CH:18]=[C:13]([NH:9][C:6]2[CH:5]=[N:4][C:3]([C:2]([F:1])([F:10])[F:11])=[CH:8][N:7]=2)[C:14](=[O:21])[N:15]([CH3:20])[N:16]=1, predict the reactants needed to synthesize it. (2) Given the product [C:9]1([N:15]2[C:19]3[CH:20]=[C:21]([O:24][CH2:25][CH2:26][CH2:27][CH2:28][CH2:29][C:30]([NH2:31])=[O:2])[CH:22]=[CH:23][C:18]=3[N:17]=[C:16]2[C:32]2[CH:33]=[CH:34][CH:35]=[CH:36][CH:37]=2)[CH:14]=[CH:13][CH:12]=[CH:11][CH:10]=1, predict the reactants needed to synthesize it. The reactants are: C(=O)([O-])[O-:2].[K+].[K+].OO.[C:9]1([N:15]2[C:19]3[CH:20]=[C:21]([O:24][CH2:25][CH2:26][CH2:27][CH2:28][CH2:29][C:30]#[N:31])[CH:22]=[CH:23][C:18]=3[N:17]=[C:16]2[C:32]2[CH:37]=[CH:36][CH:35]=[CH:34][CH:33]=2)[CH:14]=[CH:13][CH:12]=[CH:11][CH:10]=1. (3) Given the product [NH2:5][CH2:4][C:3]1[CH:6]=[CH:7][C:8]([C:10]([N:12]2[CH2:21][CH2:20][C:19]3[S:18][C:17]([CH3:22])=[N:16][C:15]=3[C:14]3[CH:23]=[CH:24][CH:25]=[CH:26][C:13]2=3)=[O:11])=[CH:9][C:2]=1[CH3:1], predict the reactants needed to synthesize it. The reactants are: [CH3:1][C:2]1[CH:9]=[C:8]([C:10]([N:12]2[CH2:21][CH2:20][C:19]3[S:18][C:17]([CH3:22])=[N:16][C:15]=3[C:14]3[CH:23]=[CH:24][CH:25]=[CH:26][C:13]2=3)=[O:11])[CH:7]=[CH:6][C:3]=1[C:4]#[N:5].[BH4-].[Na+].[NH4+].[Cl-]. (4) Given the product [Cl:1][C:2]1[CH:7]=[C:6]([C:8]2[N:9]=[C:10]([N:21]3[CH2:26][CH2:25][CH2:24][C@@H:23]([OH:27])[CH2:22]3)[C:11]3[C:17]([O:18][CH3:19])=[CH:16][N:15]=[CH:14][C:12]=3[N:13]=2)[CH:5]=[CH:4][N:3]=1, predict the reactants needed to synthesize it. The reactants are: [Cl:1][C:2]1[CH:7]=[C:6]([C:8]2[N:9]=[C:10](O)[C:11]3[C:17]([O:18][CH3:19])=[CH:16][N:15]=[CH:14][C:12]=3[N:13]=2)[CH:5]=[CH:4][N:3]=1.[NH:21]1[CH2:26][CH2:25][CH2:24][C@@H:23]([OH:27])[CH2:22]1.Cl.C(OC(N1CCN(C2C3C(C4CC4)=CN=CC=3N=C(C3C=CN=C(Cl)C=3)N=2)CC1)=O)(C)(C)C. (5) Given the product [CH3:11][C:12]1[C:16]2[C:15](=[N:17][C:2]3[C:3]([C:8]=2[CH3:9])=[CH:4][CH:5]=[CH:6][CH:7]=3)[N:14]([C:18]2[CH:23]=[CH:22][CH:21]=[CH:20][N:36]=2)[N:13]=1, predict the reactants needed to synthesize it. The reactants are: Br[C:2]1[CH:7]=[CH:6][CH:5]=[CH:4][C:3]=1[C:8](=O)[CH3:9].[CH3:11][C:12]1[CH:16]=[C:15]([NH2:17])[N:14]([C:18]2[CH:23]=[CH:22][CH:21]=[CH:20]C=2)[N:13]=1.C(=O)([O-])[O-].[K+].[K+].C(=O)(O)[O-].[Na+].C[N:36](C)C=O. (6) Given the product [CH3:18][CH:17]([N:14]1[CH2:15][CH2:16][N:11]([C:4]2[CH:5]=[CH:6][C:7]([N+:8]([O-:10])=[O:9])=[C:2]([O:22][CH3:21])[C:3]=2[CH3:20])[CH2:12][CH2:13]1)[CH3:19], predict the reactants needed to synthesize it. The reactants are: Cl[C:2]1[C:3]([CH3:20])=[C:4]([N:11]2[CH2:16][CH2:15][N:14]([CH:17]([CH3:19])[CH3:18])[CH2:13][CH2:12]2)[CH:5]=[CH:6][C:7]=1[N+:8]([O-:10])=[O:9].[CH3:21][O-:22].[Na+]. (7) The reactants are: [CH3:1][O:2][C:3]([C@@:5]1([F:29])[C@H:7]([C:8]2[CH:13]=[CH:12][C:11](B3OC(C)(C)C(C)(C)O3)=[CH:10][CH:9]=2)[C@H:6]1[C:23]1[CH:28]=[CH:27][CH:26]=[CH:25][CH:24]=1)=[O:4].Cl[C:31]1[N:36]=[CH:35][C:34]([O:37][CH:38]([F:40])[F:39])=[CH:33][N:32]=1.C([O-])([O-])=O.[Cs+].[Cs+]. Given the product [F:39][CH:38]([F:40])[O:37][C:34]1[CH:33]=[N:32][C:31]([C:11]2[CH:10]=[CH:9][C:8]([C@@H:7]3[C@@H:6]([C:23]4[CH:28]=[CH:27][CH:26]=[CH:25][CH:24]=4)[C@@:5]3([F:29])[C:3]([O:2][CH3:1])=[O:4])=[CH:13][CH:12]=2)=[N:36][CH:35]=1, predict the reactants needed to synthesize it. (8) Given the product [Si:28]([O:13][CH2:12][C@H:10]1[O:11][C@H:5]2[C@H:6]([N:7]=[C:3]([N:2]([CH3:16])[CH3:1])[S:4]2)[C@@H:8]([OH:15])[C@@H:9]1[OH:14])([C:24]([CH3:27])([CH3:26])[CH3:25])([CH3:30])[CH3:29], predict the reactants needed to synthesize it. The reactants are: [CH3:1][N:2]([CH3:16])[C:3]1[S:4][C@H:5]2[O:11][C@H:10]([CH2:12][OH:13])[C@@H:9]([OH:14])[C@H:8]([OH:15])[C@H:6]2[N:7]=1.C(N(CC)CC)C.[C:24]([Si:28](Cl)([CH3:30])[CH3:29])([CH3:27])([CH3:26])[CH3:25]. (9) Given the product [NH2:17][CH2:16][C:9]1[CH:10]=[C:11]([OH:14])[CH:12]=[CH:13][C:8]=1[N:4]1[C:5]([CH3:7])=[CH:6][C:2]([CH3:1])=[N:3]1, predict the reactants needed to synthesize it. The reactants are: [CH3:1][C:2]1[CH:6]=[C:5]([CH3:7])[N:4]([C:8]2[CH:13]=[CH:12][C:11]([O:14]C)=[CH:10][C:9]=2[CH2:16][NH2:17])[N:3]=1.B(Br)(Br)Br.